This data is from NCI-60 drug combinations with 297,098 pairs across 59 cell lines. The task is: Regression. Given two drug SMILES strings and cell line genomic features, predict the synergy score measuring deviation from expected non-interaction effect. (1) Drug 1: CC12CCC3C(C1CCC2=O)CC(=C)C4=CC(=O)C=CC34C. Drug 2: CCC1=CC2CC(C3=C(CN(C2)C1)C4=CC=CC=C4N3)(C5=C(C=C6C(=C5)C78CCN9C7C(C=CC9)(C(C(C8N6C)(C(=O)OC)O)OC(=O)C)CC)OC)C(=O)OC.C(C(C(=O)O)O)(C(=O)O)O. Cell line: HL-60(TB). Synergy scores: CSS=87.9, Synergy_ZIP=0.672, Synergy_Bliss=-4.25, Synergy_Loewe=-14.0, Synergy_HSA=-3.48. (2) Drug 1: CN(C)C1=NC(=NC(=N1)N(C)C)N(C)C. Drug 2: CCCCC(=O)OCC(=O)C1(CC(C2=C(C1)C(=C3C(=C2O)C(=O)C4=C(C3=O)C=CC=C4OC)O)OC5CC(C(C(O5)C)O)NC(=O)C(F)(F)F)O. Cell line: RXF 393. Synergy scores: CSS=-6.90, Synergy_ZIP=-0.399, Synergy_Bliss=-5.45, Synergy_Loewe=-17.8, Synergy_HSA=-8.58. (3) Drug 1: CCCS(=O)(=O)NC1=C(C(=C(C=C1)F)C(=O)C2=CNC3=C2C=C(C=N3)C4=CC=C(C=C4)Cl)F. Drug 2: CCN(CC)CCNC(=O)C1=C(NC(=C1C)C=C2C3=C(C=CC(=C3)F)NC2=O)C. Cell line: HOP-92. Synergy scores: CSS=-5.62, Synergy_ZIP=2.88, Synergy_Bliss=0.880, Synergy_Loewe=-4.46, Synergy_HSA=-4.26.